From a dataset of Full USPTO retrosynthesis dataset with 1.9M reactions from patents (1976-2016). Predict the reactants needed to synthesize the given product. (1) Given the product [CH:4]1[C:3]2[C:22](=[CH:24][CH:29]=[CH:2][CH:1]=2)[CH:21]=[CH:20][C:5]=1[CH2:6][NH:7][C:8]1[CH:9]=[CH:10][CH:11]=[C:12]([C:14]2[NH:18][N:17]=[N:16][N:15]=2)[CH:13]=1, predict the reactants needed to synthesize it. The reactants are: [C:1]([C:3]1[CH:4]=[C:5]([CH:20]=[CH:21][CH:22]=1)[CH2:6][NH:7][C:8]1[CH:13]=[C:12]([C:14]2[NH:18][N:17]=[N:16][N:15]=2)[CH:11]=[CH:10][C:9]=1F)#[CH:2].N[C:24]1C=C(C2NN=NN=2)C=C[CH:29]=1.C1C2C(=CC=CC=2)C=CC=1C=O. (2) Given the product [CH3:1][C:2]([CH3:26])([CH3:25])[C:3]([O:5][CH2:6][N:7]1[C:15]2[N:14]=[CH:13][N:12]([CH2:16][C:17]3[CH:22]=[CH:21][CH:20]=[CH:19][CH:18]=3)[C:11]=2[C:10](=[O:23])[N:9]([CH3:27])[C:8]1=[O:24])=[O:4], predict the reactants needed to synthesize it. The reactants are: [CH3:1][C:2]([CH3:26])([CH3:25])[C:3]([O:5][CH2:6][N:7]1[C:15]2[N:14]=[CH:13][N:12]([CH2:16][C:17]3[CH:22]=[CH:21][CH:20]=[CH:19][CH:18]=3)[C:11]=2[C:10](=[O:23])[NH:9][C:8]1=[O:24])=[O:4].[C:27](=O)([O-])[O-].[K+].[K+].IC. (3) The reactants are: [Cl:1][C:2]1[CH:7]=[CH:6][C:5]([C:8]2[C:13]([C:14]([OH:16])=O)=[CH:12][N:11]=[CH:10][CH:9]=2)=[C:4]([F:17])[CH:3]=1.C(Cl)CCl.C1C=CC2N(O)N=NC=2C=1.CCN(C(C)C)C(C)C.[CH2:41]([NH2:48])[C:42]1[CH:47]=[CH:46][CH:45]=[CH:44][CH:43]=1. Given the product [CH2:41]([NH:48][C:14](=[O:16])[C:13]1[C:8]([C:5]2[CH:6]=[CH:7][C:2]([Cl:1])=[CH:3][C:4]=2[F:17])=[CH:9][CH:10]=[N:11][CH:12]=1)[C:42]1[CH:47]=[CH:46][CH:45]=[CH:44][CH:43]=1, predict the reactants needed to synthesize it.